Task: Predict the reactants needed to synthesize the given product.. Dataset: Full USPTO retrosynthesis dataset with 1.9M reactions from patents (1976-2016) (1) Given the product [N+:1]([C:4]1[CH:5]=[C:6]([C:14]([O:16][CH2:21][CH3:22])=[O:15])[C:7]2[C:12]([CH:13]=1)=[CH:11][CH:10]=[CH:9][CH:8]=2)([O-:3])=[O:2], predict the reactants needed to synthesize it. The reactants are: [N+:1]([C:4]1[CH:5]=[C:6]([C:14]([OH:16])=[O:15])[C:7]2[C:12]([CH:13]=1)=[CH:11][CH:10]=[CH:9][CH:8]=2)([O-:3])=[O:2].O=S(Cl)Cl.[CH3:21][CH2:22]O. (2) Given the product [CH2:13]([N:20]1[CH2:24][CH2:23][C:22]2([C:26]3[CH:31]=[CH:30][CH:29]=[CH:28][C:27]=3[CH2:32][O:33]2)[CH2:21]1)[C:14]1[CH:15]=[CH:16][CH:17]=[CH:18][CH:19]=1, predict the reactants needed to synthesize it. The reactants are: N(C(OCC)=O)=NC(OCC)=O.[CH2:13]([N:20]1[CH2:24][CH2:23][C:22]([C:26]2[CH:31]=[CH:30][CH:29]=[CH:28][C:27]=2[CH2:32][OH:33])(O)[CH2:21]1)[C:14]1[CH:19]=[CH:18][CH:17]=[CH:16][CH:15]=1.C1(P(C2C=CC=CC=2)C2C=CC=CC=2)C=CC=CC=1.